This data is from Forward reaction prediction with 1.9M reactions from USPTO patents (1976-2016). The task is: Predict the product of the given reaction. (1) The product is: [CH2:33]([O:30][C:4]1[CH:11]=[C:10]([C:12]2[CH:17]=[C:16]([N:18]3[CH2:23][CH2:22][O:21][CH2:20][C@H:19]3[CH:24]([CH3:25])[CH3:26])[N:15]=[C:14]([NH:27][CH3:28])[N:13]=2)[CH:9]=[C:8]2[C:5]=1[C:6]([NH2:7])=[N:31][NH:32]2)[CH3:34]. Given the reactants C(O[C:4]1[CH:11]=[C:10]([C:12]2[CH:17]=[C:16]([N:18]3[CH2:23][CH2:22][O:21][CH2:20][C@H:19]3[CH:24]([CH3:26])[CH3:25])[N:15]=[C:14]([NH:27][CH3:28])[N:13]=2)[CH:9]=[C:8](F)[C:5]=1[C:6]#[N:7])C.[OH2:30].[NH2:31][NH2:32].[CH2:33](O)[CH3:34], predict the reaction product. (2) Given the reactants CCN=C=NCCCN(C)C.Cl.[NH:13]1[C:21]2[C:16](=[CH:17][CH:18]=[CH:19][CH:20]=2)[CH:15]=[C:14]1[C:22]([OH:24])=O.[NH2:25][C:26]1[CH:31]=[CH:30][C:29]([CH2:32][C:33]([O:35][C:36]([CH3:39])([CH3:38])[CH3:37])=[O:34])=[CH:28][C:27]=1[O:40][CH3:41].C1C=CC2N(O)N=NC=2C=1, predict the reaction product. The product is: [NH:13]1[C:21]2[C:16](=[CH:17][CH:18]=[CH:19][CH:20]=2)[CH:15]=[C:14]1[C:22]([NH:25][C:26]1[CH:31]=[CH:30][C:29]([CH2:32][C:33]([O:35][C:36]([CH3:37])([CH3:39])[CH3:38])=[O:34])=[CH:28][C:27]=1[O:40][CH3:41])=[O:24]. (3) Given the reactants Br[C:2]1[CH:7]=[CH:6][C:5]([C@H:8]([NH:13][C@H:14]([C:18]([NH:20][C:21]2([C:24]#[N:25])[CH2:23][CH2:22]2)=[O:19])[CH2:15][CH2:16][CH3:17])[C:9]([F:12])([F:11])[F:10])=[CH:4][CH:3]=1.[CH3:26][S:27]([C:30]1[CH:35]=[CH:34][C:33](B(O)O)=[CH:32][CH:31]=1)(=[O:29])=[O:28].C([O-])([O-])=O.[K+].[K+], predict the reaction product. The product is: [C:24]([C:21]1([NH:20][C:18](=[O:19])[C@H:14]([CH2:15][CH2:16][CH3:17])[NH:13][C@@H:8]([C:5]2[CH:6]=[CH:7][C:2]([C:33]3[CH:34]=[CH:35][C:30]([S:27]([CH3:26])(=[O:29])=[O:28])=[CH:31][CH:32]=3)=[CH:3][CH:4]=2)[C:9]([F:12])([F:11])[F:10])[CH2:23][CH2:22]1)#[N:25]. (4) Given the reactants [OH:1][C@H:2]1[CH2:7][CH2:6][C@H:5]([C:8]2[N:12]3[CH:13]=[CH:14][N:15]=[C:16]([CH3:17])[C:11]3=[C:10]([C:18]3[CH:23]=[CH:22][C:21]([NH:24][C:25]([C:27]4[N:28]([CH3:38])[C:29]5[C:34]([CH:35]=4)=[C:33]([O:36][CH3:37])[CH:32]=[CH:31][CH:30]=5)=[O:26])=[C:20]([O:39][CH3:40])[CH:19]=3)[N:9]=2)[CH2:4][CH2:3]1.[CH:41]1([N:46]=[C:47]=[O:48])[CH2:45][CH2:44][CH2:43][CH2:42]1.N1C=CC=CC=1, predict the reaction product. The product is: [CH:41]1([NH:46][C:47](=[O:48])[O:1][C@H:2]2[CH2:7][CH2:6][C@H:5]([C:8]3[N:12]4[CH:13]=[CH:14][N:15]=[C:16]([CH3:17])[C:11]4=[C:10]([C:18]4[CH:23]=[CH:22][C:21]([NH:24][C:25]([C:27]5[N:28]([CH3:38])[C:29]6[C:34]([CH:35]=5)=[C:33]([O:36][CH3:37])[CH:32]=[CH:31][CH:30]=6)=[O:26])=[C:20]([O:39][CH3:40])[CH:19]=4)[N:9]=3)[CH2:4][CH2:3]2)[CH2:45][CH2:44][CH2:43][CH2:42]1. (5) Given the reactants [NH2:1][C:2]([CH3:13])([CH3:12])[CH2:3][NH:4][C:5](=[O:11])[O:6][C:7]([CH3:10])([CH3:9])[CH3:8].S([O-])([O-])(=O)=O.[Na+].[Na+].[C:21]1([CH3:27])[CH:26]=[CH:25][CH:24]=[CH:23][CH:22]=1, predict the reaction product. The product is: [CH:27](=[N:1]/[C:2]([CH3:13])([CH3:12])[CH2:3][NH:4][C:5](=[O:11])[O:6][C:7]([CH3:8])([CH3:10])[CH3:9])\[C:21]1[CH:26]=[CH:25][CH:24]=[CH:23][CH:22]=1. (6) Given the reactants [Cl:1][C:2]1[CH:18]=[CH:17][C:5]([O:6][CH:7]2[CH2:16][CH2:15][C:10]3(OCC[O:11]3)[CH2:9][CH2:8]2)=[CH:4][CH:3]=1.Cl, predict the reaction product. The product is: [Cl:1][C:2]1[CH:3]=[CH:4][C:5]([O:6][CH:7]2[CH2:8][CH2:9][C:10](=[O:11])[CH2:15][CH2:16]2)=[CH:17][CH:18]=1. (7) Given the reactants [OH:1][C@@H:2]1[CH2:7][CH2:6][C@H:5]([C:8]([N:10]([O:12][CH3:13])[CH3:11])=[O:9])[CH2:4][CH2:3]1.[CH2:14](OC(=N)C(Cl)(Cl)Cl)[C:15]1[CH:20]=[CH:19][CH:18]=[CH:17][CH:16]=1.FC(F)(F)S(O)(=O)=O, predict the reaction product. The product is: [CH2:14]([O:1][C@@H:2]1[CH2:7][CH2:6][C@H:5]([C:8]([N:10]([O:12][CH3:13])[CH3:11])=[O:9])[CH2:4][CH2:3]1)[C:15]1[CH:20]=[CH:19][CH:18]=[CH:17][CH:16]=1.